This data is from Full USPTO retrosynthesis dataset with 1.9M reactions from patents (1976-2016). The task is: Predict the reactants needed to synthesize the given product. (1) Given the product [CH3:64][O:63][C:59]1[CH:60]=[C:61]([NH:31][C:27]2[N:26]=[C:25]([O:24][C:21]3[CH:22]=[CH:23][C:18]([NH:17][C:15]([NH:14][C:11]4[CH:12]=[CH:13][C:8]([CH2:68][N:69]5[CH2:74][CH2:73][N:72]([CH3:75])[CH2:71][CH2:70]5)=[C:9]([C:40]([F:41])([F:42])[F:43])[CH:10]=4)=[O:16])=[CH:19][CH:20]=3)[CH:30]=[CH:29][N:28]=2)[CH:62]=[CH:57][CH:58]=1, predict the reactants needed to synthesize it. The reactants are: ClC1C=C([C:8]2[CH:13]=[CH:12][C:11]([NH:14][C:15]([NH:17][C:18]3[CH:23]=[CH:22][C:21]([O:24][C:25]4[CH:30]=[CH:29][N:28]=[C:27]([NH:31]CCCCN(C)C)[N:26]=4)=[CH:20][C:19]=3C)=[O:16])=[CH:10][C:9]=2[C:40]([F:43])([F:42])[F:41])C=CC=1.N[C:62]1[CH:61]=[CH:60][C:59]([O:63][C:64]2C=CN=C(N[C:57]3[CH:62]=[CH:61][CH:60]=[C:59]([O:63][CH3:64])[CH:58]=3)N=2)=[CH:58][C:57]=1C.[CH3:68][N:69]1[CH2:74][CH2:73][N:72]([CH2:75]C2C=CC(N)=CC=2C(F)(F)F)[CH2:71][CH2:70]1. (2) The reactants are: [CH3:1][O:2][C:3]1[CH:24]=[CH:23][C:6]([CH2:7][N:8]2[C:13](=[O:14])[C:12]([N+:15]([O-:17])=[O:16])=[C:11]([CH3:18])[N:10]([CH2:19][CH2:20][CH3:21])[C:9]2=[O:22])=[CH:5][CH:4]=1.[H-].[Na+].[Br:27]Br. Given the product [Br:27][CH2:18][C:11]1[N:10]([CH2:19][CH2:20][CH3:21])[C:9](=[O:22])[N:8]([CH2:7][C:6]2[CH:23]=[CH:24][C:3]([O:2][CH3:1])=[CH:4][CH:5]=2)[C:13](=[O:14])[C:12]=1[N+:15]([O-:17])=[O:16], predict the reactants needed to synthesize it. (3) Given the product [C:1]([O:5][C:6]([C:8]1[C:12]2[CH2:13][C:14]([O:16][CH2:17][CH3:18])=[CH:15][C:11]=2[N:10]([S:31]([C:28]2[CH:29]=[CH:30][C:25]([CH3:35])=[CH:26][CH:27]=2)(=[O:33])=[O:32])[N:9]=1)=[O:7])([CH3:4])([CH3:3])[CH3:2], predict the reactants needed to synthesize it. The reactants are: [C:1]([O:5][C:6]([C:8]1[C:12]2[CH2:13][C:14]([O:16][CH2:17][CH3:18])=[CH:15][C:11]=2[NH:10][N:9]=1)=[O:7])([CH3:4])([CH3:3])[CH3:2].N1C=CC=CC=1.[C:25]1([CH3:35])[CH:30]=[CH:29][C:28]([S:31](Cl)(=[O:33])=[O:32])=[CH:27][CH:26]=1. (4) Given the product [CH3:1][C:2]1[C:10]([S:11]([CH3:12])=[O:17])=[C:9]([C:13]([F:14])([F:16])[F:15])[CH:8]=[CH:7][C:3]=1[C:4]([OH:6])=[O:5], predict the reactants needed to synthesize it. The reactants are: [CH3:1][C:2]1[C:10]([S:11][CH3:12])=[C:9]([C:13]([F:16])([F:15])[F:14])[CH:8]=[CH:7][C:3]=1[C:4]([OH:6])=[O:5].[OH:17]O. (5) Given the product [Cl:44][C:45]1[CH:53]=[CH:52][C:48]([C:49]([NH:9][CH2:8][CH2:7][N:1]2[CH2:6][CH2:5][CH2:4][CH2:3][CH2:2]2)=[O:50])=[C:47]([NH:54][CH2:55][CH3:56])[CH:46]=1, predict the reactants needed to synthesize it. The reactants are: [N:1]1([CH2:7][CH2:8][NH2:9])[CH2:6][CH2:5][CH2:4][CH2:3][CH2:2]1.F[P-](F)(F)(F)(F)F.N1(O[P+](N(C)C)(N(C)C)N(C)C)C2C=CC=CC=2N=N1.C(N(CC)CC)C.[Cl:44][C:45]1[CH:53]=[CH:52][C:48]([C:49](O)=[O:50])=[C:47]([NH:54][CH2:55][CH3:56])[CH:46]=1. (6) Given the product [Br:29][C:16]1[C:8]([C:4]2[CH:5]=[CH:6][CH:7]=[C:2]([F:1])[CH:3]=2)=[N:9][N:10]2[C:15]=1[CH:14]=[CH:13][C:12]([O:20][CH3:21])=[N:11]2, predict the reactants needed to synthesize it. The reactants are: [F:1][C:2]1[CH:3]=[C:4]([C:8]2[C:16](C(O)=O)=[C:15]3[N:10]([N:11]=[C:12]([O:20][CH3:21])[CH:13]=[CH:14]3)[N:9]=2)[CH:5]=[CH:6][CH:7]=1.C1C(=O)N([Br:29])C(=O)C1.